From a dataset of Full USPTO retrosynthesis dataset with 1.9M reactions from patents (1976-2016). Predict the reactants needed to synthesize the given product. (1) Given the product [CH3:23][NH:21][C:4]1[C:3]2[C:7](=[C:8]([B:11]3[O:15][C:14]([CH3:17])([CH3:16])[C:13]([CH3:19])([CH3:18])[O:12]3)[CH:9]=[CH:10][CH:2]=2)[N:6]([CH3:20])[N:5]=1, predict the reactants needed to synthesize it. The reactants are: Cl[C:2]1[CH:10]=[CH:9][C:8]([B:11]2[O:15][C:14]([CH3:17])([CH3:16])[C:13]([CH3:19])([CH3:18])[O:12]2)=[C:7]2[C:3]=1[C:4]([NH2:21])=[N:5][N:6]2[CH3:20].Br[C:23]1C=CC=C2C=1N(C)N=C2NC. (2) Given the product [NH2:1][C:2]1[C:11]2[N:12]=[C:13]([CH2:29][O:30][CH2:31][CH3:32])[N:14]([CH2:15][CH:16]3[CH2:21][CH2:20][N:19]([C:22]([O:24][C:25]([CH3:28])([CH3:27])[CH3:26])=[O:23])[CH2:18][CH2:17]3)[C:10]=2[C:9]2[CH:8]=[CH:7][C:6]([C:40]3[CH:41]=[N:42][CH:43]=[CH:44][CH:45]=3)=[CH:5][C:4]=2[N:3]=1, predict the reactants needed to synthesize it. The reactants are: [NH2:1][C:2]1[C:11]2[N:12]=[C:13]([CH2:29][O:30][CH2:31][CH3:32])[N:14]([CH2:15][CH:16]3[CH2:21][CH2:20][N:19]([C:22]([O:24][C:25]([CH3:28])([CH3:27])[CH3:26])=[O:23])[CH2:18][CH2:17]3)[C:10]=2[C:9]2[CH:8]=[CH:7][C:6](Br)=[CH:5][C:4]=2[N:3]=1.B1([C:40]2[CH:45]=[CH:44][CH:43]=[N:42][CH:41]=2)OCCCO1. (3) Given the product [CH2:41]([NH:40][C:39]([CH:16]1[CH2:17][N:18]([C:21]2[C:22]3[C:36]([O:37][CH3:38])=[CH:35][N:34]=[CH:33][C:23]=3[N:24]=[C:25]([C:27]3[CH:32]=[CH:31][N:30]=[CH:29][CH:28]=3)[N:26]=2)[CH2:19][CH2:20][NH:15]1)=[O:49])[CH2:42][C:43]1[CH:44]=[CH:45][CH:46]=[CH:47][CH:48]=1, predict the reactants needed to synthesize it. The reactants are: FC(F)(F)C(O)=O.C(OC([N:15]1[CH2:20][CH2:19][N:18]([C:21]2[C:22]3[C:36]([O:37][CH3:38])=[CH:35][N:34]=[CH:33][C:23]=3[N:24]=[C:25]([C:27]3[CH:32]=[CH:31][N:30]=[CH:29][CH:28]=3)[N:26]=2)[CH2:17][CH:16]1[C:39](=[O:49])[NH:40][CH2:41][CH2:42][C:43]1[CH:48]=[CH:47][CH:46]=[CH:45][CH:44]=1)=O)(C)(C)C. (4) Given the product [S:1]1[C:5]2[CH:6]=[CH:7][CH:8]=[CH:9][C:4]=2[CH:3]=[C:2]1/[CH:10]=[CH:11]/[C:12]([N:30]=[N+:31]=[N-:32])=[O:14], predict the reactants needed to synthesize it. The reactants are: [S:1]1[C:5]2[CH:6]=[CH:7][CH:8]=[CH:9][C:4]=2[CH:3]=[C:2]1/[CH:10]=[CH:11]/[C:12]([OH:14])=O.CCN(CC)CC.ClC(OCC(C)C)=O.[N-:30]=[N+:31]=[N-:32].[Na+]. (5) Given the product [OH:8][C:9]([CH3:41])([CH3:40])[CH2:10][NH:11][C:12]1[CH:19]=[C:18]([N:20]2[C:28]3[C:23](=[C:24]([C:29]4[CH:30]=[N:31][C:32]5[C:37]([CH:38]=4)=[CH:36][CH:35]=[CH:34][CH:33]=5)[CH:25]=[CH:26][CH:27]=3)[C:22]([CH3:39])=[N:21]2)[CH:17]=[CH:16][C:13]=1[C:14]([NH2:15])=[O:3], predict the reactants needed to synthesize it. The reactants are: C([OH:3])C.[OH-].[Na+].OO.[OH:8][C:9]([CH3:41])([CH3:40])[CH2:10][NH:11][C:12]1[CH:19]=[C:18]([N:20]2[C:28]3[C:23](=[C:24]([C:29]4[CH:30]=[N:31][C:32]5[C:37]([CH:38]=4)=[CH:36][CH:35]=[CH:34][CH:33]=5)[CH:25]=[CH:26][CH:27]=3)[C:22]([CH3:39])=[N:21]2)[CH:17]=[CH:16][C:13]=1[C:14]#[N:15]. (6) Given the product [CH3:1][S:2]([C:5]([C:8]1[CH:9]=[C:10]2[C:15](=[C:16]([C:18]3[CH:19]=[C:20]([CH2:24][CH:25]([C:34]4[CH:35]=[CH:36][C:37]([S:40][CH3:41])=[CH:38][CH:39]=4)[C:26]([C:28]4[CH:29]=[CH:30][CH:31]=[CH:32][CH:33]=4)=[O:27])[CH:21]=[CH:22][CH:23]=3)[CH:17]=1)[N:14]=[CH:13][CH:12]=[CH:11]2)([CH3:7])[CH3:6])(=[O:3])=[O:4], predict the reactants needed to synthesize it. The reactants are: [CH3:1][S:2]([C:5]([C:8]1[CH:9]=[C:10]2[C:15](=[C:16]([C:18]3[CH:19]=[C:20]([CH2:24][CH:25]([C:34]4[CH:39]=[CH:38][C:37]([S:40][CH3:41])=[CH:36][CH:35]=4)[CH:26]([C:28]4[CH:33]=[CH:32][CH:31]=[CH:30][CH:29]=4)[OH:27])[CH:21]=[CH:22][CH:23]=3)[CH:17]=1)[N:14]=[CH:13][CH:12]=[CH:11]2)([CH3:7])[CH3:6])(=[O:4])=[O:3].CC(OI1(OC(C)=O)(OC(C)=O)OC(=O)C2C=CC=CC1=2)=O.